From a dataset of Reaction yield outcomes from USPTO patents with 853,638 reactions. Predict the reaction yield, written as a fraction of the theoretical maximum amount of product (1.0 means a 100% yield; for example, 0.34 means a 34% yield). (1) The reactants are Cl.CN(C)[C@H](C(N)=O)C[C:6]1[CH:11]=[CH:10]C=[CH:8][CH:7]=1.[C:16](N1C=CN=C1)([N:18]1C=CN=C1)=[O:17].[NH:28]1[CH:32]=CN=[CH:29]1.[CH3:33][S:34][CH2:35][CH2:36][NH:37][CH2:38][CH2:39][CH:40]([CH3:42])[CH3:41].[O:43]1[CH2:47][CH2:46][CH2:45][CH2:44]1. No catalyst specified. The product is [CH3:29][N:28]([CH3:32])[C:47](=[O:43])[C@@H:46]([NH:18][C:16]([N:37]([CH2:38][CH2:39][CH:40]([CH3:42])[CH3:41])[CH2:36][CH2:35][S:34][CH3:33])=[O:17])[CH2:45][C:44]1[CH:10]=[CH:11][CH:6]=[CH:7][CH:8]=1. The yield is 0.890. (2) The reactants are S([O-])([O-])(=O)=O.[Mg+2].[CH:7](=O)[CH2:8][CH3:9].O.S(=O)(=O)(O)O.[CH2:17]([NH:21][CH2:22][CH:23]([CH3:25])[CH3:24])[CH:18]([CH3:20])[CH3:19]. No catalyst specified. The product is [CH3:19][CH:18]([CH3:20])[CH2:17][N:21]([CH:7]=[CH:8][CH3:9])[CH2:22][CH:23]([CH3:25])[CH3:24]. The yield is 0.760. (3) The reactants are [N:1]1[C:8]([Cl:9])=[N:7][C:5](Cl)=[N:4][C:2]=1[Cl:3].[NH2:10][C:11]1[CH:12]=[C:13]([CH:25]=[CH:26][C:27]=1[CH3:28])[C:14]([NH:16][CH2:17][CH2:18][C:19]1[CH:24]=[CH:23][CH:22]=[CH:21][CH:20]=1)=[O:15]. The catalyst is CC(C)=O. The product is [Cl:9][C:8]1[N:1]=[C:2]([Cl:3])[N:4]=[C:5]([NH:10][C:11]2[CH:12]=[C:13]([CH:25]=[CH:26][C:27]=2[CH3:28])[C:14]([NH:16][CH2:17][CH2:18][C:19]2[CH:24]=[CH:23][CH:22]=[CH:21][CH:20]=2)=[O:15])[N:7]=1. The yield is 0.940.